This data is from Catalyst prediction with 721,799 reactions and 888 catalyst types from USPTO. The task is: Predict which catalyst facilitates the given reaction. Reactant: [Cl:1][C:2]1[CH:7]=[CH:6][C:5]([C:8]2[S:16][C:15]3[C:14](=[O:17])[N:13]([CH2:18][C:19]([C:21]4[CH:22]=[C:23]5[C:27](=[CH:28][CH:29]=4)[CH2:26][CH:25]([N:30](C)[C:31](=O)C(F)(F)F)[CH2:24]5)=[O:20])[CH:12]=[N:11][C:10]=3[CH:9]=2)=[CH:4][CH:3]=1.C(=O)([O-])[O-].[K+].[K+].CO.O1CCCC1. Product: [Cl:1][C:2]1[CH:7]=[CH:6][C:5]([C:8]2[S:16][C:15]3[C:14](=[O:17])[N:13]([CH2:18][C:19]([C:21]4[CH:22]=[C:23]5[C:27](=[CH:28][CH:29]=4)[CH2:26][CH:25]([NH:30][CH3:31])[CH2:24]5)=[O:20])[CH:12]=[N:11][C:10]=3[CH:9]=2)=[CH:4][CH:3]=1. The catalyst class is: 6.